Dataset: Full USPTO retrosynthesis dataset with 1.9M reactions from patents (1976-2016). Task: Predict the reactants needed to synthesize the given product. (1) Given the product [N+:12]([CH:15]([C:2]1[CH:11]=[CH:10][C:5]([C:6]([O:8][CH3:9])=[O:7])=[CH:4][CH:3]=1)[CH3:16])([O-:14])=[O:13], predict the reactants needed to synthesize it. The reactants are: Br[C:2]1[CH:11]=[CH:10][C:5]([C:6]([O:8][CH3:9])=[O:7])=[CH:4][CH:3]=1.[N+:12]([CH2:15][CH3:16])([O-:14])=[O:13].C(P(C(C)(C)C)C1C=CC=CC=1C1C=CC=CC=1C)(C)(C)C.C(=O)([O-])[O-].[Cs+].[Cs+].[Cl-].[NH4+]. (2) Given the product [CH2:1]([C:8]1[C:9]([C:33]([F:36])([F:35])[F:34])=[N:10][C:11]2[C:16]([C:17]=1[O:38][CH3:37])=[CH:15][C:14]([C:19]([C:27]1[N:31]([CH3:32])[CH:30]=[N:29][CH:28]=1)([C:21]1[CH:26]=[CH:25][CH:24]=[CH:23][N:22]=1)[OH:20])=[CH:13][CH:12]=2)[C:2]1[CH:7]=[CH:6][CH:5]=[CH:4][CH:3]=1.[C:37]([OH:43])([C:39]([F:42])([F:41])[F:40])=[O:38], predict the reactants needed to synthesize it. The reactants are: [CH2:1]([C:8]1[C:9]([C:33]([F:36])([F:35])[F:34])=[N:10][C:11]2[C:16]([C:17]=1Cl)=[CH:15][C:14]([C:19]([C:27]1[N:31]([CH3:32])[CH:30]=[N:29][CH:28]=1)([C:21]1[CH:26]=[CH:25][CH:24]=[CH:23][N:22]=1)[OH:20])=[CH:13][CH:12]=2)[C:2]1[CH:7]=[CH:6][CH:5]=[CH:4][CH:3]=1.[C:37]([OH:43])([C:39]([F:42])([F:41])[F:40])=[O:38].C[O-].[Na+].CO. (3) Given the product [Cl:15][C:4]1[C:3]([CH3:16])=[C:2]([NH:1][C:17]([NH:32][C:30]2[S:31][C:27]([CH:21]3[CH2:26][CH2:25][CH2:24][CH2:23][CH2:22]3)=[N:28][N:29]=2)=[O:18])[S:6][C:5]=1[C:7]([N:9]1[CH2:14][CH2:13][O:12][CH2:11][CH2:10]1)=[O:8], predict the reactants needed to synthesize it. The reactants are: [NH2:1][C:2]1[S:6][C:5]([C:7]([N:9]2[CH2:14][CH2:13][O:12][CH2:11][CH2:10]2)=[O:8])=[C:4]([Cl:15])[C:3]=1[CH3:16].[C:17](Cl)(Cl)=[O:18].[CH:21]1([C:27]2[S:31][C:30]([NH2:32])=[N:29][N:28]=2)[CH2:26][CH2:25][CH2:24][CH2:23][CH2:22]1. (4) Given the product [NH2:14][CH2:13][C@H:11]1[CH2:12][C@@H:7]([O:6][Si:5]([C:2]([CH3:1])([CH3:4])[CH3:3])([CH3:36])[CH3:35])[CH2:8][N:9]([C:25]([O:27][CH2:28][C:29]2[CH:30]=[CH:31][CH:32]=[CH:33][CH:34]=2)=[O:26])[CH2:10]1, predict the reactants needed to synthesize it. The reactants are: [CH3:1][C:2]([Si:5]([CH3:36])([CH3:35])[O:6][C@H:7]1[CH2:12][C@@H:11]([CH2:13][N:14]2C(=O)C3C(=CC=CC=3)C2=O)[CH2:10][N:9]([C:25]([O:27][CH2:28][C:29]2[CH:34]=[CH:33][CH:32]=[CH:31][CH:30]=2)=[O:26])[CH2:8]1)([CH3:4])[CH3:3].NN. (5) The reactants are: [Br:1][C:2]1[CH:7]=[C:6]([NH:8][C:9]([CH3:20])([CH3:19])[CH2:10][CH2:11][O:12][CH:13]2[CH2:18][CH2:17][CH2:16][CH2:15][O:14]2)[C:5]([N+:21]([O-])=O)=[CH:4][N:3]=1. Given the product [Br:1][C:2]1[N:3]=[CH:4][C:5]([NH2:21])=[C:6]([NH:8][C:9]([CH3:20])([CH3:19])[CH2:10][CH2:11][O:12][CH:13]2[CH2:18][CH2:17][CH2:16][CH2:15][O:14]2)[CH:7]=1, predict the reactants needed to synthesize it. (6) Given the product [F:17][C:13]1[CH:12]=[C:11]2[C:16]([C:8]([C:5]3[CH:4]=[CH:3][C:2]([NH:40][CH:37]4[CH2:36][CH2:35][N:34]([CH2:33][C:32]5[CH:41]=[CH:42][C:29]([O:28][CH3:27])=[CH:30][CH:31]=5)[CH2:39][CH2:38]4)=[N:7][CH:6]=3)=[CH:9][N:10]2[S:18]([C:21]2[CH:26]=[CH:25][CH:24]=[CH:23][CH:22]=2)(=[O:20])=[O:19])=[CH:15][CH:14]=1, predict the reactants needed to synthesize it. The reactants are: Cl[C:2]1[N:7]=[CH:6][C:5]([C:8]2[C:16]3[C:11](=[CH:12][C:13]([F:17])=[CH:14][CH:15]=3)[N:10]([S:18]([C:21]3[CH:26]=[CH:25][CH:24]=[CH:23][CH:22]=3)(=[O:20])=[O:19])[CH:9]=2)=[CH:4][CH:3]=1.[CH3:27][O:28][C:29]1[CH:42]=[CH:41][C:32]([CH2:33][N:34]2[CH2:39][CH2:38][CH:37]([NH2:40])[CH2:36][CH2:35]2)=[CH:31][CH:30]=1. (7) Given the product [F:1][C:2]1[CH:3]=[C:4]2[C:9](=[CH:10][CH:11]=1)[N:8]=[CH:7][C:6](/[CH:12]=[CH:13]/[CH:14]([OH:29])[CH2:15][CH2:16][CH2:17][CH2:18][C:19]1[CH:28]=[CH:27][C:26]3[CH2:25][CH2:24][CH2:23][NH:22][C:21]=3[N:20]=1)=[CH:5]2, predict the reactants needed to synthesize it. The reactants are: [F:1][C:2]1[CH:3]=[C:4]2[C:9](=[CH:10][CH:11]=1)[N:8]=[CH:7][C:6](/[CH:12]=[CH:13]/[C:14](=[O:29])[CH2:15][CH2:16][CH2:17][CH2:18][C:19]1[CH:28]=[CH:27][C:26]3[CH2:25][CH2:24][CH2:23][NH:22][C:21]=3[N:20]=1)=[CH:5]2.[BH4-].[Na+].Cl.